From a dataset of NCI-60 drug combinations with 297,098 pairs across 59 cell lines. Regression. Given two drug SMILES strings and cell line genomic features, predict the synergy score measuring deviation from expected non-interaction effect. (1) Drug 1: CC1OCC2C(O1)C(C(C(O2)OC3C4COC(=O)C4C(C5=CC6=C(C=C35)OCO6)C7=CC(=C(C(=C7)OC)O)OC)O)O. Drug 2: C1CN1P(=S)(N2CC2)N3CC3. Cell line: OVCAR-8. Synergy scores: CSS=25.3, Synergy_ZIP=-7.04, Synergy_Bliss=-1.67, Synergy_Loewe=-1.70, Synergy_HSA=1.31. (2) Drug 1: CC1=C(C(=CC=C1)Cl)NC(=O)C2=CN=C(S2)NC3=CC(=NC(=N3)C)N4CCN(CC4)CCO. Drug 2: CN(CC1=CN=C2C(=N1)C(=NC(=N2)N)N)C3=CC=C(C=C3)C(=O)NC(CCC(=O)O)C(=O)O. Cell line: MOLT-4. Synergy scores: CSS=48.9, Synergy_ZIP=2.68, Synergy_Bliss=3.18, Synergy_Loewe=-24.9, Synergy_HSA=-3.82. (3) Drug 1: C1=CC(=CC=C1CCC2=CNC3=C2C(=O)NC(=N3)N)C(=O)NC(CCC(=O)O)C(=O)O. Drug 2: CCCCC(=O)OCC(=O)C1(CC(C2=C(C1)C(=C3C(=C2O)C(=O)C4=C(C3=O)C=CC=C4OC)O)OC5CC(C(C(O5)C)O)NC(=O)C(F)(F)F)O. Cell line: MDA-MB-231. Synergy scores: CSS=5.48, Synergy_ZIP=-1.60, Synergy_Bliss=-10.5, Synergy_Loewe=-11.3, Synergy_HSA=-9.55. (4) Drug 1: CNC(=O)C1=CC=CC=C1SC2=CC3=C(C=C2)C(=NN3)C=CC4=CC=CC=N4. Drug 2: CC1=CC=C(C=C1)C2=CC(=NN2C3=CC=C(C=C3)S(=O)(=O)N)C(F)(F)F. Cell line: UACC-257. Synergy scores: CSS=2.71, Synergy_ZIP=-0.134, Synergy_Bliss=3.19, Synergy_Loewe=2.28, Synergy_HSA=2.15. (5) Drug 1: CN(C)N=NC1=C(NC=N1)C(=O)N. Drug 2: CCC1(CC2CC(C3=C(CCN(C2)C1)C4=CC=CC=C4N3)(C5=C(C=C6C(=C5)C78CCN9C7C(C=CC9)(C(C(C8N6C)(C(=O)OC)O)OC(=O)C)CC)OC)C(=O)OC)O.OS(=O)(=O)O. Cell line: OVCAR-8. Synergy scores: CSS=-2.66, Synergy_ZIP=-8.45, Synergy_Bliss=-20.8, Synergy_Loewe=-47.1, Synergy_HSA=-23.0. (6) Drug 1: C1=CC(=CC=C1CCCC(=O)O)N(CCCl)CCCl. Drug 2: C1CN(CCN1C(=O)CCBr)C(=O)CCBr. Cell line: K-562. Synergy scores: CSS=32.0, Synergy_ZIP=1.09, Synergy_Bliss=4.97, Synergy_Loewe=0.530, Synergy_HSA=5.62. (7) Drug 1: CC1C(C(CC(O1)OC2CC(CC3=C2C(=C4C(=C3O)C(=O)C5=C(C4=O)C(=CC=C5)OC)O)(C(=O)CO)O)N)O.Cl. Drug 2: CC(C)CN1C=NC2=C1C3=CC=CC=C3N=C2N. Cell line: NCI-H322M. Synergy scores: CSS=6.81, Synergy_ZIP=-2.76, Synergy_Bliss=-1.96, Synergy_Loewe=-0.381, Synergy_HSA=-0.577. (8) Drug 1: C1CN1C2=NC(=NC(=N2)N3CC3)N4CC4. Drug 2: CC(C)NC(=O)C1=CC=C(C=C1)CNNC.Cl. Cell line: HT29. Synergy scores: CSS=7.84, Synergy_ZIP=-11.4, Synergy_Bliss=-8.08, Synergy_Loewe=-22.4, Synergy_HSA=-8.13.